This data is from Catalyst prediction with 721,799 reactions and 888 catalyst types from USPTO. The task is: Predict which catalyst facilitates the given reaction. (1) Reactant: [C:1]([O:4][C:5]1[C:10]([CH:11]([CH3:13])[CH3:12])=[CH:9][C:8]([O:14]C(=O)C)=[CH:7][C:6]=1[C:18]([CH3:21])([CH3:20])[CH3:19])(=[O:3])[CH3:2].Cl. Product: [C:1]([O:4][C:5]1[C:10]([CH:11]([CH3:13])[CH3:12])=[CH:9][C:8]([OH:14])=[CH:7][C:6]=1[C:18]([CH3:19])([CH3:20])[CH3:21])(=[O:3])[CH3:2]. The catalyst class is: 5. (2) Reactant: [NH2:1][C:2]1[C:7]([C:8]([NH:10][C:11]2[CH:16]=[CH:15][CH:14]=[C:13]([O:17]C)[CH:12]=2)=[O:9])=[C:6]([NH:19][C@H:20]([C:22]2[N:27]([C:28]3[CH:33]=[CH:32][CH:31]=[CH:30][CH:29]=3)[C:26](=[O:34])[C:25]3=[C:35]([CH3:38])[CH:36]=[CH:37][N:24]3[N:23]=2)[CH3:21])[N:5]=[CH:4][N:3]=1.B(Br)(Br)Br. Product: [NH2:1][C:2]1[C:7]([C:8]([NH:10][C:11]2[CH:16]=[CH:15][CH:14]=[C:13]([OH:17])[CH:12]=2)=[O:9])=[C:6]([NH:19][C@H:20]([C:22]2[N:27]([C:28]3[CH:33]=[CH:32][CH:31]=[CH:30][CH:29]=3)[C:26](=[O:34])[C:25]3=[C:35]([CH3:38])[CH:36]=[CH:37][N:24]3[N:23]=2)[CH3:21])[N:5]=[CH:4][N:3]=1. The catalyst class is: 4. (3) Reactant: Cl[C:2]([CH3:12])([CH3:11])[C:3]([CH2:5][C:6]([O:8][CH2:9][CH3:10])=[O:7])=O.[C:13]([NH2:16])(=[S:15])[CH3:14]. Product: [CH2:9]([O:8][C:6]([C:5]1[S:15][C:13]([CH3:14])=[N:16][C:3]=1[CH:2]([CH3:12])[CH3:11])=[O:7])[CH3:10]. The catalyst class is: 8. (4) Reactant: N1([C:10](N2C3C=CC=CC=3N=N2)=[S:11])C2C=CC=CC=2N=N1.[F:21][C:22]1[CH:27]=[CH:26][C:25]([C@@H:28]([NH2:30])[CH3:29])=[CH:24][CH:23]=1.[NH2:31][N:32]1[CH:36]=[CH:35][CH:34]=[C:33]1[C:37]([NH2:39])=[O:38].C(N(CC)CC)C. Product: [F:21][C:22]1[CH:27]=[CH:26][C:25]([C@@H:28]([NH:30][C:10](=[S:11])[NH:31][N:32]2[CH:36]=[CH:35][CH:34]=[C:33]2[C:37]([NH2:39])=[O:38])[CH3:29])=[CH:24][CH:23]=1. The catalyst class is: 1. (5) Reactant: [CH3:1][C:2]1[S:6][C:5]([C:7]([O:9][CH3:10])=[O:8])=[CH:4][C:3]=1[C:11]1[N:15]([CH3:16])[N:14]=[CH:13][CH:12]=1.C1C(=O)N([Br:24])C(=O)C1. Product: [Br:24][C:12]1[CH:13]=[N:14][N:15]([CH3:16])[C:11]=1[C:3]1[CH:4]=[C:5]([C:7]([O:9][CH3:10])=[O:8])[S:6][C:2]=1[CH3:1]. The catalyst class is: 7. (6) Product: [CH3:7][C:8]1[CH:14]=[C:13]([S:1][C:2]#[N:3])[CH:12]=[C:11]([O:15][C:16]2[CH:21]=[CH:20][C:19]([S:22]([CH3:25])(=[O:24])=[O:23])=[CH:18][CH:17]=2)[C:9]=1[NH2:10]. The catalyst class is: 5. Reactant: [S-:1][C:2]#[N:3].[Na+].BrBr.[CH3:7][C:8]1[CH:14]=[CH:13][CH:12]=[C:11]([O:15][C:16]2[CH:21]=[CH:20][C:19]([S:22]([CH3:25])(=[O:24])=[O:23])=[CH:18][CH:17]=2)[C:9]=1[NH2:10]. (7) Reactant: Cl.C([O:6][C:7](=[O:37])[CH:8]([CH:32]1[CH2:36][CH2:35][CH2:34][CH2:33]1)[CH2:9][S:10]([N:13]1[CH2:18][CH2:17][CH:16]([O:19][CH2:20][C:21]2[C:30]3[C:25](=[CH:26][CH:27]=[CH:28][CH:29]=3)[N:24]=[C:23]([CH3:31])[CH:22]=2)[CH2:15][CH2:14]1)(=[O:12])=[O:11])(C)(C)C. Product: [CH3:31][C:23]1[CH:22]=[C:21]([CH2:20][O:19][CH:16]2[CH2:17][CH2:18][N:13]([S:10]([CH2:9][CH:8]([CH:32]3[CH2:33][CH2:34][CH2:35][CH2:36]3)[C:7]([OH:37])=[O:6])(=[O:12])=[O:11])[CH2:14][CH2:15]2)[C:30]2[C:25](=[CH:26][CH:27]=[CH:28][CH:29]=2)[N:24]=1. The catalyst class is: 5.